From a dataset of Reaction yield outcomes from USPTO patents with 853,638 reactions. Predict the reaction yield, written as a fraction of the theoretical maximum amount of product (1.0 means a 100% yield; for example, 0.34 means a 34% yield). (1) The reactants are C([O:4][C:5]1[CH:36]=[CH:35][C:8]([C:9]([O:11][CH2:12][C:13]2[C:22]([C:23]3[CH:28]=[CH:27][C:26]([F:29])=[CH:25][C:24]=3[O:30][CH3:31])=[CH:21][CH:20]=[C:19]3[C:14]=2[C:15]([CH3:34])=[CH:16][C:17]([CH3:33])([CH3:32])[NH:18]3)=[O:10])=[CH:7][CH:6]=1)(=O)C.C(=O)([O-])[O-].[K+].[K+]. The catalyst is CO. The product is [F:29][C:26]1[CH:27]=[CH:28][C:23]([C:22]2[C:13]([CH2:12][O:11][C:9](=[O:10])[C:8]3[CH:7]=[CH:6][C:5]([OH:4])=[CH:36][CH:35]=3)=[C:14]3[C:19](=[CH:20][CH:21]=2)[NH:18][C:17]([CH3:32])([CH3:33])[CH:16]=[C:15]3[CH3:34])=[C:24]([O:30][CH3:31])[CH:25]=1. The yield is 0.780. (2) The reactants are [CH2:1]([N:3]([C@H:10]1[CH2:14][CH2:13][NH:12][CH2:11]1)[C:4]1[N:9]=[CH:8][CH:7]=[CH:6][N:5]=1)C.[F:15][C:16]1[CH:24]=[CH:23][C:22]([CH:25]=[O:26])=[CH:21][C:17]=1[C:18](O)=[O:19].C(N(CC)C(C)C)(C)C. No catalyst specified. The product is [F:15][C:16]1[CH:24]=[CH:23][C:22]([CH:25]=[O:26])=[CH:21][C:17]=1[C:18]([N:12]1[CH2:13][CH2:14][C@H:10]([N:3]([CH3:1])[C:4]2[N:9]=[CH:8][CH:7]=[CH:6][N:5]=2)[CH2:11]1)=[O:19]. The yield is 0.420. (3) The reactants are [OH:1][N:2]=[C:3]([Cl:10])[C:4]#[C:5][Si](C)(C)C.ON=CC#[C:15][C:16]1[CH:21]=[CH:20][CH:19]=[C:18](C)[CH:17]=1. No catalyst specified. The product is [OH:1][N:2]=[C:3]([Cl:10])[C:4]#[C:5][C:18]1[CH:17]=[C:16]([CH3:15])[CH:21]=[CH:20][CH:19]=1. The yield is 0.964. (4) The reactants are C[O:2][C:3]1[N:8]=[C:7]([C:9]([CH3:13])([CH3:12])[C:10]#[N:11])[CH:6]=[CH:5][CH:4]=1.Cl. The catalyst is O1CCOCC1. The product is [CH3:13][C:9]([C:7]1[NH:8][C:3](=[O:2])[CH:4]=[CH:5][CH:6]=1)([CH3:12])[C:10]#[N:11]. The yield is 0.770. (5) The catalyst is C1COCC1. The yield is 0.800. The reactants are [H-].[Na+].[C:3]([O:7][C:8]([N:10]1[CH2:15][CH2:14][O:13][CH2:12][CH:11]1[CH2:16][OH:17])=[O:9])([CH3:6])([CH3:5])[CH3:4].[C:18]1([N:24]2[CH2:29][CH2:28][N:27]([C:30](OC3C=CC([N+]([O-])=O)=CC=3)=[O:31])[CH2:26][CH2:25]2)[CH:23]=[CH:22][CH:21]=[CH:20][CH:19]=1.C([O-])(O)=O.[Na+]. The product is [C:3]([O:7][C:8]([N:10]1[CH2:15][CH2:14][O:13][CH2:12][CH:11]1[CH2:16][O:17][C:30]([N:27]1[CH2:28][CH2:29][N:24]([C:18]2[CH:19]=[CH:20][CH:21]=[CH:22][CH:23]=2)[CH2:25][CH2:26]1)=[O:31])=[O:9])([CH3:6])([CH3:5])[CH3:4]. (6) The reactants are Br[C:2]1[CH:3]=[C:4]([C:8]2[C:17]3[C:12](=[CH:13][C:14]([O:23][CH3:24])=[C:15]4[O:20][C:19]([CH3:22])([CH3:21])[CH2:18][C:16]4=3)[CH2:11][C:10]([CH3:26])([CH3:25])[N:9]=2)[CH:5]=[CH:6][CH:7]=1.[CH3:27][O:28][C:29](=[O:46])[C:30]1[CH:35]=[C:34](B2OC(C)(C)C(C)(C)O2)[CH:33]=[CH:32][C:31]=1[NH2:45].C(=O)([O-])[O-].[Na+].[Na+]. The catalyst is COCCOC.C(O)C.O.C1C=CC(/C=C/C(/C=C/C2C=CC=CC=2)=O)=CC=1.C1C=CC(/C=C/C(/C=C/C2C=CC=CC=2)=O)=CC=1.C1C=CC(/C=C/C(/C=C/C2C=CC=CC=2)=O)=CC=1.[Pd].[Pd]. The product is [CH3:27][O:28][C:29]([C:30]1[CH:35]=[C:34]([C:2]2[CH:7]=[CH:6][CH:5]=[C:4]([C:8]3[C:17]4[C:12](=[CH:13][C:14]([O:23][CH3:24])=[C:15]5[O:20][C:19]([CH3:21])([CH3:22])[CH2:18][C:16]5=4)[CH2:11][C:10]([CH3:26])([CH3:25])[N:9]=3)[CH:3]=2)[CH:33]=[CH:32][C:31]=1[NH2:45])=[O:46]. The yield is 0.950.